From a dataset of Merck oncology drug combination screen with 23,052 pairs across 39 cell lines. Regression. Given two drug SMILES strings and cell line genomic features, predict the synergy score measuring deviation from expected non-interaction effect. (1) Drug 1: O=C(CCCCCCC(=O)Nc1ccccc1)NO. Drug 2: COC1CC2CCC(C)C(O)(O2)C(=O)C(=O)N2CCCCC2C(=O)OC(C(C)CC2CCC(OP(C)(C)=O)C(OC)C2)CC(=O)C(C)C=C(C)C(O)C(OC)C(=O)C(C)CC(C)C=CC=CC=C1C. Cell line: SW620. Synergy scores: synergy=4.23. (2) Drug 1: NC1(c2ccc(-c3nc4ccn5c(=O)[nH]nc5c4cc3-c3ccccc3)cc2)CCC1. Drug 2: COC1CC2CCC(C)C(O)(O2)C(=O)C(=O)N2CCCCC2C(=O)OC(C(C)CC2CCC(OP(C)(C)=O)C(OC)C2)CC(=O)C(C)C=C(C)C(O)C(OC)C(=O)C(C)CC(C)C=CC=CC=C1C. Cell line: SW837. Synergy scores: synergy=7.89. (3) Drug 1: CCN(CC)CCNC(=O)c1c(C)[nH]c(C=C2C(=O)Nc3ccc(F)cc32)c1C. Cell line: A2058. Synergy scores: synergy=45.5. Drug 2: NC1(c2ccc(-c3nc4ccn5c(=O)[nH]nc5c4cc3-c3ccccc3)cc2)CCC1. (4) Drug 1: O=S1(=O)NC2(CN1CC(F)(F)F)C1CCC2Cc2cc(C=CCN3CCC(C(F)(F)F)CC3)ccc2C1. Synergy scores: synergy=10.3. Cell line: HT29. Drug 2: Cn1cc(-c2cnn3c(N)c(Br)c(C4CCCNC4)nc23)cn1. (5) Drug 1: CN(Cc1cnc2nc(N)nc(N)c2n1)c1ccc(C(=O)NC(CCC(=O)O)C(=O)O)cc1. Cell line: HT29. Synergy scores: synergy=-1.49. Drug 2: CS(=O)(=O)CCNCc1ccc(-c2ccc3ncnc(Nc4ccc(OCc5cccc(F)c5)c(Cl)c4)c3c2)o1. (6) Drug 1: O=C(CCCCCCC(=O)Nc1ccccc1)NO. Drug 2: CCc1c2c(nc3ccc(O)cc13)-c1cc3c(c(=O)n1C2)COC(=O)C3(O)CC. Cell line: UWB1289. Synergy scores: synergy=10.7. (7) Drug 1: NC1(c2ccc(-c3nc4ccn5c(=O)[nH]nc5c4cc3-c3ccccc3)cc2)CCC1. Drug 2: C#Cc1cccc(Nc2ncnc3cc(OCCOC)c(OCCOC)cc23)c1. Cell line: HCT116. Synergy scores: synergy=30.0. (8) Drug 1: CCC1=CC2CN(C1)Cc1c([nH]c3ccccc13)C(C(=O)OC)(c1cc3c(cc1OC)N(C)C1C(O)(C(=O)OC)C(OC(C)=O)C4(CC)C=CCN5CCC31C54)C2. Drug 2: O=C(CCCCCCC(=O)Nc1ccccc1)NO. Cell line: SKOV3. Synergy scores: synergy=22.7. (9) Drug 1: CN(Cc1cnc2nc(N)nc(N)c2n1)c1ccc(C(=O)NC(CCC(=O)O)C(=O)O)cc1. Drug 2: COC1CC2CCC(C)C(O)(O2)C(=O)C(=O)N2CCCCC2C(=O)OC(C(C)CC2CCC(OP(C)(C)=O)C(OC)C2)CC(=O)C(C)C=C(C)C(O)C(OC)C(=O)C(C)CC(C)C=CC=CC=C1C. Cell line: PA1. Synergy scores: synergy=-18.2.